This data is from hERG potassium channel inhibition data for cardiac toxicity prediction from Karim et al.. The task is: Regression/Classification. Given a drug SMILES string, predict its toxicity properties. Task type varies by dataset: regression for continuous values (e.g., LD50, hERG inhibition percentage) or binary classification for toxic/non-toxic outcomes (e.g., AMES mutagenicity, cardiotoxicity, hepatotoxicity). Dataset: herg_karim. (1) The molecule is COc1cccc(/C=C2/SC(=O)NC2=O)c1N1CCCC(N)C1. The result is 0 (non-blocker). (2) The drug is Cc1ncoc1-c1nnc(SCCCN2CC[C@]3(C[C@H]3c3ccc(F)cc3C(F)(F)F)C2)n1C. The result is 1 (blocker). (3) The drug is CCCS(=O)(=O)n1c2c(c3cc(C(=O)N4CCC(C)CC4)ccc31)CN(C1CCOC1)CC2. The result is 0 (non-blocker). (4) The drug is O=c1ccc2ncc(F)c3c2n1C[C@@]3(O)CC12CCC(NC/C(F)=C/c3cc(F)ccc3F)(CC1)CO2. The result is 1 (blocker). (5) The drug is CN(C(=O)c1ccc(-c2ccc(F)cc2)cc1)[C@H]1CCc2cc(CN3CCS(=O)(=O)CC3)ccc2C1. The result is 1 (blocker). (6) The molecule is Cc1ccc2cc(-c3cc(-c4cc(Cl)cc(Cl)c4)nn3[C@@H](C)c3ccc(C(=O)NCCC(=O)O)cc3)ccc2c1. The result is 0 (non-blocker). (7) The compound is CC[C@@H](CC(=O)NCC1CCCCC1)n1c(N)nc2cc(Cl)ccc21. The result is 1 (blocker). (8) The drug is Cc1cc(-c2ccc3c(c2)CCN(CCCSc2nnc(C(F)(F)F)n2C)CC3)no1. The result is 1 (blocker). (9) The molecule is COc1ccc2ncc(Cl)c(CCC34CCC(NCc5ccc6c(n5)NC(=O)CO6)(CC3)CO4)c2n1. The result is 1 (blocker). (10) The molecule is CO[C@H]1CN(CCn2c(=O)ccc3ccc(C#N)cc32)CC[C@@H]1NCc1cc2c(cn1)OCCO2. The result is 0 (non-blocker).